From a dataset of Forward reaction prediction with 1.9M reactions from USPTO patents (1976-2016). Predict the product of the given reaction. (1) The product is: [ClH:25].[NH2:14][CH:15]([CH2:21][CH:22]([F:23])[F:24])[C:16]([O:18][CH2:19][CH3:20])=[O:17]. Given the reactants C1(C(=[N:14][CH:15]([CH2:21][CH:22]([F:24])[F:23])[C:16]([O:18][CH2:19][CH3:20])=[O:17])C2C=CC=CC=2)C=CC=CC=1.[ClH:25], predict the reaction product. (2) Given the reactants O[C:2]1[CH:7]=[C:6]([C:8]([F:11])([F:10])[F:9])[N:5]=[C:4]([NH2:12])[N:3]=1.P(Cl)(Cl)([Cl:15])=O.CN(C)C1C=CC=CC=1, predict the reaction product. The product is: [Cl:15][C:2]1[CH:7]=[C:6]([C:8]([F:11])([F:10])[F:9])[N:5]=[C:4]([NH2:12])[N:3]=1. (3) The product is: [CH2:35]([O:37][C:38](=[O:49])[C@@H:39]([NH:48][C:23]([C:21]1[N:20]=[N:19][N:18]([CH2:17][CH2:16][NH:15][C:13](=[O:14])[C:12]2[CH:26]=[CH:27][C:28]([O:32][CH3:33])=[C:29]([O:30][CH3:31])[C:11]=2[O:10][CH3:9])[CH:22]=1)=[O:25])[CH2:40][CH2:41][C:42]1[CH:47]=[CH:46][CH:45]=[CH:44][CH:43]=1)[CH3:36]. Given the reactants N1C=C(C(O)=O)N=N1.[CH3:9][O:10][C:11]1[C:29]([O:30][CH3:31])=[C:28]([O:32][CH3:33])[CH:27]=[CH:26][C:12]=1[C:13]([NH:15][CH2:16][CH2:17][N:18]1[CH:22]=[C:21]([C:23]([OH:25])=O)[N:20]=[N:19]1)=[O:14].Cl.[CH2:35]([O:37][C:38](=[O:49])[C@@H:39]([NH2:48])[CH2:40][CH2:41][C:42]1[CH:47]=[CH:46][CH:45]=[CH:44][CH:43]=1)[CH3:36], predict the reaction product. (4) Given the reactants [C:1]1(C)[CH:6]=[CH:5][C:4]([O:7][CH2:8][C:9]([Cl:11])=[O:10])=[CH:3][CH:2]=1.[OH:13]C1C=CC(OCC(O)=O)=CC=1.O=S(Cl)Cl, predict the reaction product. The product is: [OH:13][C:1]1[CH:6]=[CH:5][C:4]([O:7][CH2:8][C:9]([Cl:11])=[O:10])=[CH:3][CH:2]=1. (5) Given the reactants [F:1][C:2]1[CH:19]=[CH:18][C:17]([C:20]2[NH:24][N:23]=[N:22][N:21]=2)=[CH:16][C:3]=1[NH:4][CH2:5][C:6]1[CH:15]=[CH:14][C:13]2[C:8](=[CH:9][CH:10]=[CH:11][CH:12]=2)[CH:7]=1.[C:25](Cl)(=[O:30])[CH2:26][CH2:27][CH2:28][CH3:29], predict the reaction product. The product is: [F:1][C:2]1[CH:19]=[CH:18][C:17]([C:20]2[NH:24][N:23]=[N:22][N:21]=2)=[CH:16][C:3]=1[N:4]([CH2:5][C:6]1[CH:15]=[CH:14][C:13]2[C:8](=[CH:9][CH:10]=[CH:11][CH:12]=2)[CH:7]=1)[C:25](=[O:30])[CH2:26][CH2:27][CH2:28][CH3:29]. (6) Given the reactants Br[C:2]1[CH:3]=[C:4]([CH:8]([NH:14][C:15]([C@@H:17]2[CH2:22][CH2:21][CH2:20][N:19]([C:23](=[O:39])[CH2:24][CH2:25][CH:26]3[CH2:31][CH2:30][N:29]([C:32]([O:34][C:35]([CH3:38])([CH3:37])[CH3:36])=[O:33])[CH2:28][CH2:27]3)[CH2:18]2)=[O:16])[CH2:9][C:10]([O:12][CH3:13])=[O:11])[CH:5]=[N:6][CH:7]=1.[Cl:40][C:41]1[CH:46]=[CH:45][C:44](B(O)O)=[CH:43][C:42]=1[C:50]#[N:51].[F-].[K+], predict the reaction product. The product is: [Cl:40][C:41]1[CH:46]=[CH:45][C:44]([C:2]2[CH:3]=[C:4]([CH:8]([NH:14][C:15]([C@@H:17]3[CH2:22][CH2:21][CH2:20][N:19]([C:23](=[O:39])[CH2:24][CH2:25][CH:26]4[CH2:27][CH2:28][N:29]([C:32]([O:34][C:35]([CH3:38])([CH3:36])[CH3:37])=[O:33])[CH2:30][CH2:31]4)[CH2:18]3)=[O:16])[CH2:9][C:10]([O:12][CH3:13])=[O:11])[CH:5]=[N:6][CH:7]=2)=[CH:43][C:42]=1[C:50]#[N:51].